Dataset: Full USPTO retrosynthesis dataset with 1.9M reactions from patents (1976-2016). Task: Predict the reactants needed to synthesize the given product. Given the product [NH2:31][C:29](=[O:30])[CH2:28][C:22]1([NH:21][C:12]([C:9]2[CH:8]=[C:7]([O:15][CH2:16][C:17]([F:20])([F:19])[F:18])[C:6]([C:2]3([F:1])[CH2:3][CH2:4][CH2:5]3)=[CH:11][N:10]=2)=[O:14])[CH2:23][S:24](=[O:26])(=[O:27])[CH2:25]1, predict the reactants needed to synthesize it. The reactants are: [F:1][C:2]1([C:6]2[C:7]([O:15][CH2:16][C:17]([F:20])([F:19])[F:18])=[CH:8][C:9]([C:12]([OH:14])=O)=[N:10][CH:11]=2)[CH2:5][CH2:4][CH2:3]1.[NH2:21][C:22]1([CH2:28][C:29]([NH2:31])=[O:30])[CH2:25][S:24](=[O:27])(=[O:26])[CH2:23]1.